From a dataset of Full USPTO retrosynthesis dataset with 1.9M reactions from patents (1976-2016). Predict the reactants needed to synthesize the given product. (1) Given the product [Cl:36][C:33]1[CH:34]=[CH:35][C:30]([N:15]2[C:16](=[O:29])[C:17]3[N:18]=[CH:19][N:20]([C:23]4[CH:24]=[CH:25][CH:26]=[CH:27][CH:28]=4)[C:21]=3[N:22]=[C:14]2[C:11]2[CH:12]=[CH:13][C:8]([C:5]3[CH:4]=[CH:3][C:2](=[O:38])[NH:7][CH:6]=3)=[CH:9][CH:10]=2)=[CH:31][CH:32]=1, predict the reactants needed to synthesize it. The reactants are: N[C:2]1[N:7]=[CH:6][C:5]([C:8]2[CH:13]=[CH:12][C:11]([C:14]3[N:15]([C:30]4[CH:35]=[CH:34][C:33]([Cl:36])=[CH:32][CH:31]=4)[C:16](=[O:29])[C:17]4[N:18]=[CH:19][N:20]([C:23]5[CH:28]=[CH:27][CH:26]=[CH:25][CH:24]=5)[C:21]=4[N:22]=3)=[CH:10][CH:9]=2)=[CH:4][CH:3]=1.N([O-])=[O:38].[Na+].OS(O)(=O)=O.C([O-])([O-])=O.[Na+].[Na+]. (2) Given the product [C:15]([O:19][C:20](=[O:29])[NH:21][C:22]1[CH:23]=[CH:24][C:25]([NH:28][C:2]2[N:11]=[C:10]([N:12]([CH3:14])[CH3:13])[C:9]3[C:4](=[CH:5][CH:6]=[CH:7][CH:8]=3)[N:3]=2)=[CH:26][CH:27]=1)([CH3:18])([CH3:16])[CH3:17], predict the reactants needed to synthesize it. The reactants are: Cl[C:2]1[N:11]=[C:10]([N:12]([CH3:14])[CH3:13])[C:9]2[C:4](=[CH:5][CH:6]=[CH:7][CH:8]=2)[N:3]=1.[C:15]([O:19][C:20](=[O:29])[NH:21][C:22]1[CH:27]=[CH:26][C:25]([NH2:28])=[CH:24][CH:23]=1)([CH3:18])([CH3:17])[CH3:16]. (3) The reactants are: [C:1]1([CH:7]([C:14]2[C:22]3[C:17](=[CH:18][C:19]([OH:23])=[CH:20][CH:21]=3)[NH:16][CH:15]=2)[CH2:8][C:9]([O:11][CH2:12][CH3:13])=[O:10])[CH:6]=[CH:5][CH:4]=[CH:3][CH:2]=1.Br[CH2:25][C:26]([O:28][C:29]([CH3:32])([CH3:31])[CH3:30])=[O:27].C(=O)([O-])[O-].[K+].[K+].C1(C)C=CC=CC=1.CC(C)=O. Given the product [C:1]1([CH:7]([C:14]2[C:22]3[C:17](=[CH:18][C:19]([O:23][CH2:25][C:26]([O:28][C:29]([CH3:32])([CH3:31])[CH3:30])=[O:27])=[CH:20][CH:21]=3)[NH:16][CH:15]=2)[CH2:8][C:9]([O:11][CH2:12][CH3:13])=[O:10])[CH:6]=[CH:5][CH:4]=[CH:3][CH:2]=1, predict the reactants needed to synthesize it. (4) Given the product [Br:1][C:2]1[C:3](=[O:28])[N:4]([C:20]2[C:21]([F:27])=[CH:22][CH:23]=[CH:24][C:25]=2[F:26])[C:5]([C:18]([OH:31])=[O:19])=[CH:6][C:7]=1[O:8][CH2:9][C:10]1[CH:15]=[CH:14][C:13]([F:16])=[CH:12][C:11]=1[F:17], predict the reactants needed to synthesize it. The reactants are: [Br:1][C:2]1[C:3](=[O:28])[N:4]([C:20]2[C:25]([F:26])=[CH:24][CH:23]=[CH:22][C:21]=2[F:27])[C:5]([CH2:18][OH:19])=[CH:6][C:7]=1[O:8][CH2:9][C:10]1[CH:15]=[CH:14][C:13]([F:16])=[CH:12][C:11]=1[F:17].CC(C)=[O:31].OS(O)(=O)=O.O=[Cr](=O)=O. (5) The reactants are: C([Si](C)(C)[N:6]1[C:14]2[C:9](=[CH:10][CH:11]=[C:12]([C:15]([F:18])([F:17])[F:16])[CH:13]=2)[CH:8]=[CH:7]1)(C)(C)C.Cl[C:22]1[CH:27]=[CH:26][N:25]=[C:24]([NH:28][CH:29]2[CH2:34][C:33]([CH3:36])([CH3:35])[NH:32][C:31]([CH3:38])([CH3:37])[CH2:30]2)[N:23]=1.CCCC[N+](CCCC)(CCCC)CCCC.[F-]. Given the product [CH3:35][C:33]1([CH3:36])[CH2:34][CH:29]([NH:28][C:24]2[N:23]=[C:22]([C:8]3[C:9]4[C:14](=[CH:13][C:12]([C:15]([F:16])([F:17])[F:18])=[CH:11][CH:10]=4)[NH:6][CH:7]=3)[CH:27]=[CH:26][N:25]=2)[CH2:30][C:31]([CH3:38])([CH3:37])[NH:32]1, predict the reactants needed to synthesize it. (6) Given the product [CH2:29]([O:31][C:32]([C:34]1([C:37]2[CH:42]=[CH:41][C:40]([C:2]3[CH:3]=[CH:4][C:5]([C:8]4[O:12][N:11]=[C:10]([CH3:13])[C:9]=4[CH:14]([OH:15])[C:16]4[N:17]=[N:18][N:19]([CH2:21][C:22]5[CH:27]=[CH:26][CH:25]=[CH:24][C:23]=5[CH3:28])[CH:20]=4)=[CH:6][CH:7]=3)=[CH:39][CH:38]=2)[CH2:35][CH2:36]1)=[O:33])[CH3:30], predict the reactants needed to synthesize it. The reactants are: Br[C:2]1[CH:7]=[CH:6][C:5]([C:8]2[O:12][N:11]=[C:10]([CH3:13])[C:9]=2[CH:14]([C:16]2[N:17]=[N:18][N:19]([CH2:21][C:22]3[CH:27]=[CH:26][CH:25]=[CH:24][C:23]=3[CH3:28])[CH:20]=2)[OH:15])=[CH:4][CH:3]=1.[CH2:29]([O:31][C:32]([C:34]1([C:37]2[CH:42]=[CH:41][C:40](B3OC(C)(C)C(C)(C)O3)=[CH:39][CH:38]=2)[CH2:36][CH2:35]1)=[O:33])[CH3:30].